This data is from Full USPTO retrosynthesis dataset with 1.9M reactions from patents (1976-2016). The task is: Predict the reactants needed to synthesize the given product. (1) Given the product [CH2:16]([N:15]1[C:5]2[C:4]3[CH:3]=[C:2]([C:20]4[CH:25]=[CH:24][CH:23]=[CH:22][CH:21]=4)[CH:11]=[CH:10][C:9]=3[N:8]=[C:7]([NH2:12])[C:6]=2[N:13]=[CH:14]1)[CH:17]([CH3:19])[CH3:18], predict the reactants needed to synthesize it. The reactants are: Br[C:2]1[CH:11]=[CH:10][C:9]2[N:8]=[C:7]([NH2:12])[C:6]3[N:13]=[CH:14][N:15]([CH2:16][CH:17]([CH3:19])[CH3:18])[C:5]=3[C:4]=2[CH:3]=1.[C:20]1(B(O)O)[CH:25]=[CH:24][CH:23]=[CH:22][CH:21]=1. (2) Given the product [CH2:1]([O:3][C:4]([C:6]1([CH2:20][S:21][CH2:22][C:23]2[O:24][CH:25]=[CH:26][CH:27]=2)[C:10]([S:11][CH2:12][C:13]2[O:14][CH:15]=[CH:16][CH:17]=2)=[C:9]([O:18][C:36](=[O:37])[C:35]([CH3:40])([CH3:39])[CH3:34])[C:8](=[O:19])[O:7]1)=[O:5])[CH3:2], predict the reactants needed to synthesize it. The reactants are: [CH2:1]([O:3][C:4]([C:6]1([CH2:20][S:21][CH2:22][C:23]2[O:24][CH:25]=[CH:26][CH:27]=2)[C:10]([S:11][CH2:12][C:13]2[O:14][CH:15]=[CH:16][CH:17]=2)=[C:9]([OH:18])[C:8](=[O:19])[O:7]1)=[O:5])[CH3:2].N1C=CC=CC=1.[CH3:34][C:35]([CH3:40])([CH3:39])[C:36](Cl)=[O:37]. (3) Given the product [CH3:36][O:35][C:34]([NH:33][C@@H:3]([CH:75]([CH3:76])[CH3:67])[C:4]([N:5]1[CH2:9][CH2:8][CH2:7][C@H:6]1[C:10]1[NH:14][C:13]2[C:15]3[C:20]([CH:21]=[CH:22][C:12]=2[N:11]=1)=[CH:19][C:18]([C:40]1[CH:41]=[C:42]2[C:47](=[CH:48][CH:49]=1)[CH:46]=[C:45]([C:50]1[NH:54][C:53]([C@@H:55]4[CH2:59][CH2:58][CH2:57][N:56]4[C:60]([O:62][C:63]([CH3:66])([CH3:65])[CH3:64])=[O:61])=[N:52][CH:51]=1)[CH:44]=[CH:43]2)=[CH:17][CH:16]=3)=[O:32])=[O:37], predict the reactants needed to synthesize it. The reactants are: CC(C)[C@H:3]([NH:33][C:34](=[O:37])[O:35][CH3:36])[C:4](=[O:32])[N:5]1[CH2:9][CH2:8][CH2:7][C@H:6]1[C:10]1[NH:14][C:13]2[C:15]3[C:20]([CH:21]=[CH:22][C:12]=2[N:11]=1)=[CH:19][C:18](B1OC(C)(C)C(C)(C)O1)=[CH:17][CH:16]=3.Br[C:40]1[CH:41]=[C:42]2[C:47](=[CH:48][CH:49]=1)[CH:46]=[C:45]([C:50]1[NH:54][C:53]([C@@H:55]3[CH2:59][CH2:58][CH2:57][N:56]3[C:60]([O:62][C:63]([CH3:66])([CH3:65])[CH3:64])=[O:61])=[N:52][CH:51]=1)[CH:44]=[CH:43]2.[C:67]([O-])([O-])=O.[K+].[K+].CO[CH2:75][CH2:76]OC.